This data is from Catalyst prediction with 721,799 reactions and 888 catalyst types from USPTO. The task is: Predict which catalyst facilitates the given reaction. (1) Reactant: [CH3:1][O:2][C:3]1[CH:12]=[CH:11][C:6]([C:7](NC)=[O:8])=[CH:5][CH:4]=1.C([Li])(CC)C.[CH:18](=O)[C:19]1[CH:24]=[CH:23][CH:22]=[CH:21][CH:20]=1.CCCCCC.C(OCC)(=[O:34])C. Product: [CH3:1][O:2][C:3]1[CH:12]=[C:11]2[C:6](=[CH:5][CH:4]=1)[C:7](=[O:34])[O:8][CH:18]2[C:19]1[CH:24]=[CH:23][CH:22]=[CH:21][CH:20]=1. The catalyst class is: 1. (2) Reactant: [C:1]([C:5]1[CH:22]=[CH:21][CH:20]=[CH:19][C:6]=1[O:7][C:8]1[C:13]([N+:14]([O-])=O)=[CH:12][CH:11]=[C:10]([O:17][CH3:18])[N:9]=1)([CH3:4])([CH3:3])[CH3:2].C(OCC)(=O)C.[H][H]. Product: [C:1]([C:5]1[CH:22]=[CH:21][CH:20]=[CH:19][C:6]=1[O:7][C:8]1[C:13]([NH2:14])=[CH:12][CH:11]=[C:10]([O:17][CH3:18])[N:9]=1)([CH3:4])([CH3:2])[CH3:3]. The catalyst class is: 43. (3) Reactant: [Cl:1][C:2]1[CH:3]=[CH:4][C:5]([CH:10]([CH3:12])[CH3:11])=[C:6]([CH:9]=1)[CH:7]=O.C([O-])(=O)C.[Na+].Cl.[NH2:19][OH:20]. Product: [Cl:1][C:2]1[CH:3]=[CH:4][C:5]([CH:10]([CH3:12])[CH3:11])=[C:6]([CH:7]=[N:19][OH:20])[CH:9]=1. The catalyst class is: 5. (4) Reactant: [CH2:1]1[C:13]2[NH:12][C:11]3[C:6](=[CH:7][CH:8]=[CH:9][CH:10]=3)[C:5]=2[CH2:4][CH2:3][NH:2]1.[BH3-][C:15]#N.[Na+].C=O.Cl. Product: [CH3:15][N:2]1[CH2:3][CH2:4][C:5]2[C:6]3[C:11](=[CH:10][CH:9]=[CH:8][CH:7]=3)[NH:12][C:13]=2[CH2:1]1. The catalyst class is: 24. (5) Reactant: [CH3:1][O:2][C:3]1[C:12]([CH2:13][CH2:14][N:15]2[CH2:20][CH2:19][CH:18]([N:21]3[C:29]4[C:24](=[CH:25][CH:26]=[C:27]([C:30]([O:32]C)=[O:31])[CH:28]=4)[CH:23]=[CH:22]3)[CH2:17][CH2:16]2)=[C:11]2[C:6]([C:7](=[O:36])[CH2:8][C:9]([CH3:35])([CH3:34])[O:10]2)=[CH:5][CH:4]=1.[OH-].[Na+].CO.Cl. Product: [CH3:1][O:2][C:3]1[C:12]([CH2:13][CH2:14][N:15]2[CH2:16][CH2:17][CH:18]([N:21]3[C:29]4[C:24](=[CH:25][CH:26]=[C:27]([C:30]([OH:32])=[O:31])[CH:28]=4)[CH:23]=[CH:22]3)[CH2:19][CH2:20]2)=[C:11]2[C:6]([C:7](=[O:36])[CH2:8][C:9]([CH3:34])([CH3:35])[O:10]2)=[CH:5][CH:4]=1. The catalyst class is: 7. (6) Reactant: Br[C:2]1[CH:3]=[C:4]2[C:8](=[C:9]([C:11]([NH2:13])=[O:12])[CH:10]=1)[NH:7][CH:6]=[C:5]2[CH:14]1[CH2:19][CH2:18][N:17]([S:20]([CH2:23][CH3:24])(=[O:22])=[O:21])[CH2:16][CH2:15]1.[B:25]1([B:25]2[O:29][C:28]([CH3:31])([CH3:30])[C:27]([CH3:33])([CH3:32])[O:26]2)[O:29][C:28]([CH3:31])([CH3:30])[C:27]([CH3:33])([CH3:32])[O:26]1.C([O-])(=O)C.[K+]. Product: [CH2:23]([S:20]([N:17]1[CH2:18][CH2:19][CH:14]([C:5]2[C:4]3[C:8](=[C:9]([C:11]([NH2:13])=[O:12])[CH:10]=[C:2]([B:25]4[O:29][C:28]([CH3:31])([CH3:30])[C:27]([CH3:33])([CH3:32])[O:26]4)[CH:3]=3)[NH:7][CH:6]=2)[CH2:15][CH2:16]1)(=[O:22])=[O:21])[CH3:24]. The catalyst class is: 11. (7) Reactant: [Si:1]([O:18][CH2:19][CH2:20][CH:21]([C:30](=[N:43][O:44]C)[C:31]#[C:32][CH:33]1[CH2:36][CH:35]([CH2:37][CH:38]([CH2:41][CH3:42])[CH2:39][CH3:40])[CH2:34]1)[CH2:22][C:23]([O:25][C:26]([CH3:29])([CH3:28])[CH3:27])=[O:24])([C:14]([CH3:17])([CH3:16])[CH3:15])([C:8]1[CH:13]=[CH:12][CH:11]=[CH:10][CH:9]=1)[C:2]1[CH:7]=[CH:6][CH:5]=[CH:4][CH:3]=1.C(#N)C.[I:49]I.S([O-])([O-])(=O)=S.[Na+].[Na+]. Product: [Si:1]([O:18][CH2:19][CH2:20][CH:21]([C:30]1[C:31]([I:49])=[C:32]([CH:33]2[CH2:36][CH:35]([CH2:37][CH:38]([CH2:41][CH3:42])[CH2:39][CH3:40])[CH2:34]2)[O:44][N:43]=1)[CH2:22][C:23]([O:25][C:26]([CH3:28])([CH3:27])[CH3:29])=[O:24])([C:14]([CH3:17])([CH3:15])[CH3:16])([C:8]1[CH:13]=[CH:12][CH:11]=[CH:10][CH:9]=1)[C:2]1[CH:7]=[CH:6][CH:5]=[CH:4][CH:3]=1. The catalyst class is: 13.